This data is from Full USPTO retrosynthesis dataset with 1.9M reactions from patents (1976-2016). The task is: Predict the reactants needed to synthesize the given product. (1) Given the product [CH:1]1([O:5][C:6]2[CH:11]=[CH:10][C:9]([CH2:12][C:13]([NH:35][C:33]3[CH:32]=[C:31]([N:36]4[CH:40]=[CH:39][CH:38]=[N:37]4)[N:30]=[C:29]([C:25]4[O:24][CH:28]=[CH:27][CH:26]=4)[N:34]=3)=[O:15])=[CH:8][C:7]=2[O:16][CH3:17])[CH2:2][CH2:3][CH2:4]1, predict the reactants needed to synthesize it. The reactants are: [CH:1]1([O:5][C:6]2[CH:11]=[CH:10][C:9]([CH2:12][C:13]([OH:15])=O)=[CH:8][C:7]=2[O:16][CH3:17])[CH2:4][CH2:3][CH2:2]1.C(Cl)(=O)C(Cl)=O.[O:24]1[CH:28]=[CH:27][CH:26]=[C:25]1[C:29]1[N:34]=[C:33]([NH2:35])[CH:32]=[C:31]([N:36]2[CH:40]=[CH:39][CH:38]=[N:37]2)[N:30]=1.N1C=CC=CC=1. (2) Given the product [CH3:1][O:2][C:3]([C@H:5]1[CH2:10][CH2:9][C@H:8]([C:11]2[N:17]=[C:14]([CH3:15])[S:16][N:12]=2)[CH2:7][CH2:6]1)=[O:4], predict the reactants needed to synthesize it. The reactants are: [CH3:1][O:2][C:3]([C@H:5]1[CH2:10][CH2:9][C@H:8]([C:11](=S)[NH2:12])[CH2:7][CH2:6]1)=[O:4].[C:14]([NH2:17])(=[S:16])[CH3:15].II. (3) Given the product [F:1][C:2]([F:33])([F:34])[C:3]1[CH:4]=[C:5]([CH:26]=[C:27]([C:29]([F:31])([F:30])[F:32])[CH:28]=1)[CH2:6][N:7]([CH3:25])[C:8](=[O:24])[C:9]1[C:14]([C:15]2[CH:20]=[CH:19][CH:18]=[CH:17][C:16]=2[CH3:21])=[CH:13][C:12]([CH2:22][N:42]2[CH:43]=[CH:44][N:45]=[C:41]2[CH3:40])=[N:11][CH:10]=1, predict the reactants needed to synthesize it. The reactants are: [F:1][C:2]([F:34])([F:33])[C:3]1[CH:4]=[C:5]([CH:26]=[C:27]([C:29]([F:32])([F:31])[F:30])[CH:28]=1)[CH2:6][N:7]([CH3:25])[C:8](=[O:24])[C:9]1[C:14]([C:15]2[CH:20]=[CH:19][CH:18]=[CH:17][C:16]=2[CH3:21])=[CH:13][C:12]([CH2:22]O)=[N:11][CH:10]=1.ClCCl.[H-].[Na+].[CH3:40][C:41]1[NH:42][CH:43]=[CH:44][N:45]=1. (4) Given the product [CH3:13][O:8][C:7](=[O:9])[C:6]1[CH:10]=[C:2]([Br:1])[CH:3]=[CH:4][C:5]=1[F:11], predict the reactants needed to synthesize it. The reactants are: [Br:1][C:2]1[CH:3]=[CH:4][C:5]([F:11])=[C:6]([CH:10]=1)[C:7]([OH:9])=[O:8].O.[C:13]1(C)C=CC(S(O)(=O)=O)=CC=1. (5) Given the product [ClH:29].[CH3:28][N:2]([CH3:1])[C:3]1[N:8]=[CH:7][C:6]([C:9]2[C:10]([CH3:26])=[N:11][N:12]3[C:17]([N:18]([CH2:19][CH2:20][CH3:21])[CH2:22][CH2:23][CH3:24])=[CH:16][C:15]([CH3:25])=[N:14][C:13]=23)=[C:5]([CH3:27])[CH:4]=1, predict the reactants needed to synthesize it. The reactants are: [CH3:1][N:2]([CH3:28])[C:3]1[N:8]=[CH:7][C:6]([C:9]2[C:10]([CH3:26])=[N:11][N:12]3[C:17]([N:18]([CH2:22][CH2:23][CH3:24])[CH2:19][CH2:20][CH3:21])=[CH:16][C:15]([CH3:25])=[N:14][C:13]=23)=[C:5]([CH3:27])[CH:4]=1.[ClH:29]. (6) Given the product [CH:2]12[C:10](=[O:11])[O:12][C:13](=[O:14])[CH:1]1[CH:4]1[C:5](=[O:6])[O:7][C:8](=[O:9])[CH:3]12.[CH3:19][CH2:18][N:17]([CH2:20][C:21]([NH:23][C:24]1[CH:29]=[CH:28][CH:27]=[C:26]([O:30][CH2:31][C:32]2[CH:33]=[CH:34][CH:35]=[CH:36][CH:37]=2)[CH:25]=1)=[O:22])[CH2:16][CH3:15], predict the reactants needed to synthesize it. The reactants are: [CH:1]12[C:13](=[O:14])[O:12][C:10](=[O:11])[CH:2]1[CH:3]1[C:8](=[O:9])[O:7][C:5](=[O:6])[CH:4]12.[CH3:15][CH2:16][N:17]([CH2:20][C:21]([NH:23][C:24]1[CH:29]=[CH:28][CH:27]=[C:26]([O:30][CH2:31][C:32]2[CH:37]=[CH:36][CH:35]=[CH:34][CH:33]=2)[CH:25]=1)=[O:22])[CH2:18][CH3:19].